The task is: Regression. Given two drug SMILES strings and cell line genomic features, predict the synergy score measuring deviation from expected non-interaction effect.. This data is from NCI-60 drug combinations with 297,098 pairs across 59 cell lines. Drug 1: CC1=C(C=C(C=C1)NC2=NC=CC(=N2)N(C)C3=CC4=NN(C(=C4C=C3)C)C)S(=O)(=O)N.Cl. Drug 2: C1=CC(=CC=C1CCCC(=O)O)N(CCCl)CCCl. Cell line: T-47D. Synergy scores: CSS=31.2, Synergy_ZIP=-2.36, Synergy_Bliss=4.99, Synergy_Loewe=5.23, Synergy_HSA=5.87.